Task: Binary Classification. Given a drug SMILES string, predict its activity (active/inactive) in a high-throughput screening assay against a specified biological target.. Dataset: HIV replication inhibition screening data with 41,000+ compounds from the AIDS Antiviral Screen (1) The drug is CC(=O)OC1CCN(C(=O)C(NC(=O)OC(C)(C)C)C(C)C)C1C(O)CC(=O)O. The result is 0 (inactive). (2) The molecule is Cc1ccc2c(c1)C1(SC(C)C(=O)N1c1ccc(I)cc1)C(=O)N2. The result is 0 (inactive). (3) The result is 0 (inactive). The drug is COc1ccc(C2=C(c3ccccc3)C(=O)C(c3ccccc3)=C2c2ccccc2)cc1.